From a dataset of Forward reaction prediction with 1.9M reactions from USPTO patents (1976-2016). Predict the product of the given reaction. (1) Given the reactants Cl[C:2](Cl)([O:4]C(=O)OC(Cl)(Cl)Cl)Cl.[F:13][C:14]([F:22])([F:21])[CH:15]([OH:20])[C:16]([F:19])([F:18])[F:17].C(N(CC)C(C)C)(C)C.[CH3:32][C:33]1[CH:34]=[C:35]([C:39]2[CH:44]=[CH:43][C:42]([CH2:45][N:46]3[CH2:51][CH2:50][NH:49][CH2:48][CH2:47]3)=[C:41]([O:52][C:53]3[CH:58]=[CH:57][CH:56]=[CH:55][CH:54]=3)[CH:40]=2)[CH:36]=[CH:37][CH:38]=1, predict the reaction product. The product is: [CH3:32][C:33]1[CH:34]=[C:35]([C:39]2[CH:44]=[CH:43][C:42]([CH2:45][N:46]3[CH2:47][CH2:48][N:49]([C:2]([O:20][CH:15]([C:16]([F:19])([F:18])[F:17])[C:14]([F:22])([F:21])[F:13])=[O:4])[CH2:50][CH2:51]3)=[C:41]([O:52][C:53]3[CH:58]=[CH:57][CH:56]=[CH:55][CH:54]=3)[CH:40]=2)[CH:36]=[CH:37][CH:38]=1. (2) Given the reactants [Cl:1][C:2]1[CH:17]=[CH:16][C:5]([O:6][CH2:7][CH2:8][S:9][C:10]2[N:14]=[C:13]([NH2:15])[NH:12][N:11]=2)=[CH:4][CH:3]=1.CO[CH:20](OC)[CH2:21][C:22](=O)[CH3:23], predict the reaction product. The product is: [Cl:1][C:2]1[CH:3]=[CH:4][C:5]([O:6][CH2:7][CH2:8][S:9][C:10]2[N:14]=[C:13]3[N:15]=[CH:20][CH:21]=[C:22]([CH3:23])[N:12]3[N:11]=2)=[CH:16][CH:17]=1.[Cl:1][C:2]1[CH:3]=[CH:4][C:5]([O:6][CH2:7][CH2:8][S:9][C:10]2[N:14]=[C:13]3[N:15]=[C:22]([CH3:23])[CH:21]=[CH:20][N:12]3[N:11]=2)=[CH:16][CH:17]=1. (3) The product is: [Cl:17][C:18]1[CH:19]=[C:20]2[C:24](=[CH:25][CH:26]=1)[N:23]([CH2:6][C:7]1[CH:8]=[C:9]([CH:14]=[CH:15][N:16]=1)[C:10]([O:12][CH3:13])=[O:11])[N:22]=[CH:21]2. Given the reactants CS(O[CH2:6][C:7]1[CH:8]=[C:9]([CH:14]=[CH:15][N:16]=1)[C:10]([O:12][CH3:13])=[O:11])(=O)=O.[Cl:17][C:18]1[CH:19]=[C:20]2[C:24](=[CH:25][CH:26]=1)[NH:23][N:22]=[CH:21]2.C([O-])([O-])=O.[K+].[K+], predict the reaction product.